From a dataset of NCI-60 drug combinations with 297,098 pairs across 59 cell lines. Regression. Given two drug SMILES strings and cell line genomic features, predict the synergy score measuring deviation from expected non-interaction effect. Drug 1: C1=NC2=C(N1)C(=S)N=C(N2)N. Drug 2: CS(=O)(=O)OCCCCOS(=O)(=O)C. Cell line: SW-620. Synergy scores: CSS=17.4, Synergy_ZIP=-8.26, Synergy_Bliss=-2.25, Synergy_Loewe=-4.16, Synergy_HSA=-1.46.